From a dataset of CYP2C19 inhibition data for predicting drug metabolism from PubChem BioAssay. Regression/Classification. Given a drug SMILES string, predict its absorption, distribution, metabolism, or excretion properties. Task type varies by dataset: regression for continuous measurements (e.g., permeability, clearance, half-life) or binary classification for categorical outcomes (e.g., BBB penetration, CYP inhibition). Dataset: cyp2c19_veith. (1) The compound is CN1CC[C@H](OC(=O)[C@](O)(c2ccccc2)C2CCCC2)C1. The result is 0 (non-inhibitor). (2) The molecule is CC(=O)CSCc1ccccn1. The result is 0 (non-inhibitor). (3) The molecule is O=C1[C@H]2O[C@@H]2[C@@H](O)[C@H]2[C@H]1CCn1c(=O)n(Cc3cc4c(cc3Cl)OCO4)c(=O)n12. The result is 0 (non-inhibitor).